This data is from Full USPTO retrosynthesis dataset with 1.9M reactions from patents (1976-2016). The task is: Predict the reactants needed to synthesize the given product. (1) Given the product [CH3:11][NH:12][CH:7]1[CH2:8][CH:9]2[N:4]([CH2:3][CH2:2][CH2:1]2)[CH2:5][CH2:6]1, predict the reactants needed to synthesize it. The reactants are: [CH2:1]1[CH:9]2[N:4]([CH2:5][CH2:6][C:7](=O)[CH2:8]2)[CH2:3][CH2:2]1.[CH3:11][NH2:12]. (2) Given the product [CH3:1][O:2][C:3]([C:4]1[C:5]2[C:6](=[CH:7][C:8]([Cl:11])=[CH:9][CH:10]=2)[NH:12][N:17]=1)=[O:16], predict the reactants needed to synthesize it. The reactants are: [CH3:1][O:2][C:3](=[O:16])[CH2:4][C:5]1[CH:10]=[CH:9][C:8]([Cl:11])=[CH:7][C:6]=1[NH:12]C(=O)C.[N:17](OC(C)(C)C)=O.O. (3) Given the product [C:26]([N:23]1[CH2:22][CH2:21][N:20]([C:17]2[CH:16]=[CH:15][C:14]([NH:13][C:9](=[O:11])[CH2:8][C:5]3[CH:6]=[CH:7][C:2]([Br:1])=[C:3]([CH3:12])[CH:4]=3)=[N:19][CH:18]=2)[CH2:25][CH2:24]1)(=[O:28])[CH3:27], predict the reactants needed to synthesize it. The reactants are: [Br:1][C:2]1[CH:7]=[CH:6][C:5]([CH2:8][C:9]([OH:11])=O)=[CH:4][C:3]=1[CH3:12].[NH2:13][C:14]1[N:19]=[CH:18][C:17]([N:20]2[CH2:25][CH2:24][N:23]([C:26](=[O:28])[CH3:27])[CH2:22][CH2:21]2)=[CH:16][CH:15]=1.CN(C(ON1N=NC2C=CC=NC1=2)=[N+](C)C)C.F[P-](F)(F)(F)(F)F.CCN(C(C)C)C(C)C. (4) Given the product [CH3:1][C:2]1[CH:3]=[CH:4][CH:5]=[C:6]2[C:10]=1[N:9]([CH2:13][CH2:14][N:15]1[CH2:19][CH2:18][CH2:17][CH2:16]1)[CH:8]=[CH:7]2, predict the reactants needed to synthesize it. The reactants are: [CH3:1][C:2]1[CH:3]=[CH:4][CH:5]=[C:6]2[C:10]=1[NH:9][CH:8]=[CH:7]2.Cl.Cl[CH2:13][CH2:14][N:15]1[CH2:19][CH2:18][CH2:17][CH2:16]1. (5) Given the product [Br:15][C:8]1[N:7]([CH3:10])[C:6]2[CH:11]=[C:2]([Br:1])[CH:3]=[C:4]([N+:12]([O-:14])=[O:13])[C:5]=2[N:9]=1, predict the reactants needed to synthesize it. The reactants are: [Br:1][C:2]1[CH:3]=[C:4]([N+:12]([O-:14])=[O:13])[C:5]2[N:9]=[CH:8][N:7]([CH3:10])[C:6]=2[CH:11]=1.[Br:15]N1C(=O)CCC1=O. (6) The reactants are: [C:1]([C:3]1[CH:4]=[C:5]([CH2:9][N:10]2[C:15](=[O:16])[C:14]([C:17](OCC)=[O:18])=[C:13]([OH:22])[C:12]([CH:23]([CH3:25])[CH3:24])=[N:11]2)[CH:6]=[CH:7][CH:8]=1)#[N:2].[H-].[Na+].BrCC1C=CC=C(C#[N:37])C=1.Cl.CC[O:41][C:42]([CH3:44])=[O:43]. Given the product [C:1]([C:3]1[CH:4]=[C:5]([CH2:9][N:10]2[C:15](=[O:16])[C:14]([C:17]([NH:37][CH2:44][C:42]([OH:41])=[O:43])=[O:18])=[C:13]([OH:22])[C:12]([CH:23]([CH3:24])[CH3:25])=[N:11]2)[CH:6]=[CH:7][CH:8]=1)#[N:2], predict the reactants needed to synthesize it. (7) Given the product [CH2:3]([C:5]1[CH:10]=[C:9]([C:11]2[CH:12]=[N:13][N:14]([CH3:16])[CH:15]=2)[CH:8]=[CH:7][C:6]=1[N:17]([CH3:29])[C:18]1[N:23]=[CH:22][C:21]2[N:24]=[CH:25][N:26]([CH3:27])[C:20]=2[CH:19]=1)[CH3:4], predict the reactants needed to synthesize it. The reactants are: [H-].[Na+].[CH2:3]([C:5]1[CH:10]=[C:9]([C:11]2[CH:12]=[N:13][N:14]([CH3:16])[CH:15]=2)[CH:8]=[CH:7][C:6]=1[NH:17][C:18]1[N:23]=[CH:22][C:21]2[N:24]=[CH:25][N:26]([CH3:27])[C:20]=2[CH:19]=1)[CH3:4].I[CH3:29]. (8) Given the product [C:11]([C:15]1[CH:21]=[CH:20][C:18]([NH:19][C:8](=[O:9])[CH2:7][CH2:6][CH:4]2[CH2:5][C:2](=[O:1])[CH2:3]2)=[C:17]([N+:22]([O-:24])=[O:23])[CH:16]=1)([CH3:14])([CH3:12])[CH3:13], predict the reactants needed to synthesize it. The reactants are: [O:1]=[C:2]1[CH2:5][CH:4]([CH2:6][CH2:7][C:8](Cl)=[O:9])[CH2:3]1.[C:11]([C:15]1[CH:21]=[CH:20][C:18]([NH2:19])=[C:17]([N+:22]([O-:24])=[O:23])[CH:16]=1)([CH3:14])([CH3:13])[CH3:12]. (9) Given the product [CH3:1][O:2][N:3]([CH:4]([CH3:15])[CH2:5][C:6]1[C:7]([Cl:14])=[CH:8][C:9]([Cl:13])=[CH:10][C:11]=1[Cl:12])[C:30]([C:29]1[C:25]([CH:24]([F:34])[F:23])=[N:26][N:27]([CH3:33])[CH:28]=1)=[O:31], predict the reactants needed to synthesize it. The reactants are: [CH3:1][O:2][NH:3][CH:4]([CH3:15])[CH2:5][C:6]1[C:11]([Cl:12])=[CH:10][C:9]([Cl:13])=[CH:8][C:7]=1[Cl:14].C(N(CC)CC)C.[F:23][CH:24]([F:34])[C:25]1[C:29]([C:30](Cl)=[O:31])=[CH:28][N:27]([CH3:33])[N:26]=1. (10) The reactants are: [F:1][C:2]([F:39])([F:38])[C:3]1[CH:4]=[C:5]([C@H:13]([O:15][C@H:16]2[CH2:24][N:23]3[C@@H:18]([CH2:19][CH2:20][C:21]([CH3:30])([C:26]([O:28]C)=[O:27])[C:22]3=[O:25])[C@@H:17]2[C:31]2[CH:36]=[CH:35][C:34]([F:37])=[CH:33][CH:32]=2)[CH3:14])[CH:6]=[C:7]([C:9]([F:12])([F:11])[F:10])[CH:8]=1.O.[OH-].[Li+].O.C1COCC1. Given the product [F:39][C:2]([F:1])([F:38])[C:3]1[CH:4]=[C:5]([C@H:13]([O:15][C@H:16]2[CH2:24][N:23]3[C@@H:18]([CH2:19][CH2:20][C:21]([CH3:30])([C:26]([OH:28])=[O:27])[C:22]3=[O:25])[C@@H:17]2[C:31]2[CH:36]=[CH:35][C:34]([F:37])=[CH:33][CH:32]=2)[CH3:14])[CH:6]=[C:7]([C:9]([F:10])([F:11])[F:12])[CH:8]=1, predict the reactants needed to synthesize it.